From a dataset of Acute oral toxicity (LD50) regression data from Zhu et al.. Regression/Classification. Given a drug SMILES string, predict its toxicity properties. Task type varies by dataset: regression for continuous values (e.g., LD50, hERG inhibition percentage) or binary classification for toxic/non-toxic outcomes (e.g., AMES mutagenicity, cardiotoxicity, hepatotoxicity). Dataset: ld50_zhu. (1) The drug is O=c1ccc2ccccc2o1. The rat oral LD50 is 2.70, given as -log10 of the dose in mol/kg body weight (higher means more acutely toxic). (2) The molecule is CCc1ccc(C(c2ccc(CC)cc2)C(Cl)Cl)cc1. The rat oral LD50 is 1.67, given as -log10 of the dose in mol/kg body weight (higher means more acutely toxic). (3) The compound is CC(C)COC(=O)CCCOc1ccc(Cl)cc1Cl. The rat oral LD50 is 3.01, given as -log10 of the dose in mol/kg body weight (higher means more acutely toxic). (4) The compound is CN1CCC(=C2c3ccccc3CCc3sccc32)CC1. The rat oral LD50 is 2.86, given as -log10 of the dose in mol/kg body weight (higher means more acutely toxic). (5) The drug is CCN(CC)C(=O)Cl. The rat oral LD50 is 1.70, given as -log10 of the dose in mol/kg body weight (higher means more acutely toxic). (6) The molecule is CN(C)C(=O)Nc1cccc(C(F)(F)F)c1. The rat oral LD50 is 2.19, given as -log10 of the dose in mol/kg body weight (higher means more acutely toxic). (7) The molecule is CCNc1nc(NCC)nc(OC)n1. The rat oral LD50 is 2.57, given as -log10 of the dose in mol/kg body weight (higher means more acutely toxic). (8) The drug is CCc1nccnc1C. The rat oral LD50 is 2.31, given as -log10 of the dose in mol/kg body weight (higher means more acutely toxic).